Dataset: NCI-60 drug combinations with 297,098 pairs across 59 cell lines. Task: Regression. Given two drug SMILES strings and cell line genomic features, predict the synergy score measuring deviation from expected non-interaction effect. (1) Drug 1: CC(C1=C(C=CC(=C1Cl)F)Cl)OC2=C(N=CC(=C2)C3=CN(N=C3)C4CCNCC4)N. Drug 2: C1=CC=C(C(=C1)C(C2=CC=C(C=C2)Cl)C(Cl)Cl)Cl. Cell line: SK-OV-3. Synergy scores: CSS=11.4, Synergy_ZIP=1.36, Synergy_Bliss=7.17, Synergy_Loewe=6.73, Synergy_HSA=6.79. (2) Cell line: SK-OV-3. Drug 2: CCCCCOC(=O)NC1=NC(=O)N(C=C1F)C2C(C(C(O2)C)O)O. Drug 1: CCCCC(=O)OCC(=O)C1(CC(C2=C(C1)C(=C3C(=C2O)C(=O)C4=C(C3=O)C=CC=C4OC)O)OC5CC(C(C(O5)C)O)NC(=O)C(F)(F)F)O. Synergy scores: CSS=11.3, Synergy_ZIP=-1.62, Synergy_Bliss=-3.68, Synergy_Loewe=-20.8, Synergy_HSA=-1.99. (3) Drug 1: CC1=C2C(C(=O)C3(C(CC4C(C3C(C(C2(C)C)(CC1OC(=O)C(C(C5=CC=CC=C5)NC(=O)OC(C)(C)C)O)O)OC(=O)C6=CC=CC=C6)(CO4)OC(=O)C)OC)C)OC. Drug 2: CC1C(C(=O)NC(C(=O)N2CCCC2C(=O)N(CC(=O)N(C(C(=O)O1)C(C)C)C)C)C(C)C)NC(=O)C3=C4C(=C(C=C3)C)OC5=C(C(=O)C(=C(C5=N4)C(=O)NC6C(OC(=O)C(N(C(=O)CN(C(=O)C7CCCN7C(=O)C(NC6=O)C(C)C)C)C)C(C)C)C)N)C. Cell line: SK-MEL-5. Synergy scores: CSS=35.9, Synergy_ZIP=6.75, Synergy_Bliss=8.20, Synergy_Loewe=-0.868, Synergy_HSA=8.39. (4) Drug 2: C1=CC(=CC=C1C#N)C(C2=CC=C(C=C2)C#N)N3C=NC=N3. Drug 1: C1CCC(C1)C(CC#N)N2C=C(C=N2)C3=C4C=CNC4=NC=N3. Cell line: SN12C. Synergy scores: CSS=4.04, Synergy_ZIP=-1.04, Synergy_Bliss=0.522, Synergy_Loewe=-2.66, Synergy_HSA=-1.92. (5) Cell line: SK-MEL-5. Drug 2: C1CCC(C(C1)N)N.C(=O)(C(=O)[O-])[O-].[Pt+4]. Drug 1: CC12CCC3C(C1CCC2O)C(CC4=C3C=CC(=C4)O)CCCCCCCCCS(=O)CCCC(C(F)(F)F)(F)F. Synergy scores: CSS=33.4, Synergy_ZIP=-9.31, Synergy_Bliss=1.77, Synergy_Loewe=-11.8, Synergy_HSA=0.157. (6) Drug 1: CC(CN1CC(=O)NC(=O)C1)N2CC(=O)NC(=O)C2. Drug 2: CCC1(CC2CC(C3=C(CCN(C2)C1)C4=CC=CC=C4N3)(C5=C(C=C6C(=C5)C78CCN9C7C(C=CC9)(C(C(C8N6C=O)(C(=O)OC)O)OC(=O)C)CC)OC)C(=O)OC)O.OS(=O)(=O)O. Cell line: UACC62. Synergy scores: CSS=27.9, Synergy_ZIP=-2.67, Synergy_Bliss=3.03, Synergy_Loewe=4.45, Synergy_HSA=4.52. (7) Drug 1: C1C(C(OC1N2C=NC3=C(N=C(N=C32)Cl)N)CO)O. Drug 2: CC(C)(C#N)C1=CC(=CC(=C1)CN2C=NC=N2)C(C)(C)C#N. Cell line: SF-295. Synergy scores: CSS=2.93, Synergy_ZIP=-0.868, Synergy_Bliss=-0.790, Synergy_Loewe=-4.92, Synergy_HSA=-4.18.